From a dataset of Reaction yield outcomes from USPTO patents with 853,638 reactions. Predict the reaction yield, written as a fraction of the theoretical maximum amount of product (1.0 means a 100% yield; for example, 0.34 means a 34% yield). (1) The product is [CH2:1]([N:4]1[CH2:13][CH:12]2[C:14]3[CH:15]=[CH:16][C:17]([OH:23])=[C:18]([OH:21])[C:19]=3[O:20][C:10]3[C:11]2=[C:6]([CH:7]=[CH:8][CH:9]=3)[CH2:5]1)[CH:2]=[CH2:3]. The yield is 0.610. The catalyst is ClCCl. The reactants are [CH2:1]([N:4]1[CH2:13][CH:12]2[C:14]3[CH:15]=[CH:16][C:17]([O:23]C)=[C:18]([O:21]C)[C:19]=3[O:20][C:10]3[C:11]2=[C:6]([CH:7]=[CH:8][CH:9]=3)[CH2:5]1)[CH:2]=[CH2:3].B(Br)(Br)Br.CO. (2) The product is [Br:1][C:2]1[CH:3]=[C:4]2[C:8](=[CH:9][CH:10]=1)[N:7]([CH3:11])[CH:6]=[CH:5]2. The reactants are [Br:1][C:2]1[CH:3]=[C:4]2[C:8](=[CH:9][CH:10]=1)[NH:7][CH:6]=[CH:5]2.[CH2:11]1N2CCN(CC2)C1.CN(C=O)C. The yield is 0.990. The catalyst is C(OCC)(=O)C.O. (3) The reactants are [C:1]([N:8]1[CH2:16][CH2:15][CH2:14][C@H:10]([C:11]([OH:13])=O)[CH2:9]1)([O:3][C:4]([CH3:7])([CH3:6])[CH3:5])=[O:2].C1C=NC2N(O)N=NC=2C=1.CCN=C=NCCCN(C)C.Cl.[F:39][C:40]([F:51])([F:50])[C:41]1[CH:42]=[C:43]([C:46]([NH:48]O)=[NH:47])[NH:44][CH:45]=1. The catalyst is C(Cl)Cl.C(#N)C. The product is [C:4]([O:3][C:1]([N:8]1[CH2:16][CH2:15][CH2:14][C@H:10]([C:11]2[O:13][N:48]=[C:46]([C:43]3[NH:44][CH:45]=[C:41]([C:40]([F:51])([F:39])[F:50])[CH:42]=3)[N:47]=2)[CH2:9]1)=[O:2])([CH3:5])([CH3:6])[CH3:7]. The yield is 0.430. (4) The reactants are [CH3:1][N:2]([CH3:35])[C:3]([C:5]1[CH:10]=[CH:9][C:8]([N:11]2[C:20]3[C:15](=[N:16][CH:17]=[C:18]([CH2:21][C:22]4[CH:27]=[CH:26][C:25]([F:28])=[CH:24][CH:23]=4)[CH:19]=3)[C:14]([OH:29])=[C:13]([C:30](OC)=[O:31])[C:12]2=[O:34])=[CH:7][CH:6]=1)=[O:4].[NH2:36][CH2:37][CH2:38][CH2:39][N:40]1[CH2:44][CH2:43][CH2:42][C:41]1=[O:45]. The catalyst is CO. The product is [CH3:1][N:2]([CH3:35])[C:3]([C:5]1[CH:6]=[CH:7][C:8]([N:11]2[C:20]3[C:15](=[N:16][CH:17]=[C:18]([CH2:21][C:22]4[CH:27]=[CH:26][C:25]([F:28])=[CH:24][CH:23]=4)[CH:19]=3)[C:14]([OH:29])=[C:13]([C:30]([NH:36][CH2:37][CH2:38][CH2:39][N:40]3[CH2:44][CH2:43][CH2:42][C:41]3=[O:45])=[O:31])[C:12]2=[O:34])=[CH:9][CH:10]=1)=[O:4]. The yield is 0.800.